This data is from Forward reaction prediction with 1.9M reactions from USPTO patents (1976-2016). The task is: Predict the product of the given reaction. (1) Given the reactants [NH2:1][C:2]1[CH:3]=[CH:4][C:5]([O:16][CH3:17])=[C:6]([NH:8][C:9](=[O:15])[O:10][C:11]([CH3:14])([CH3:13])[CH3:12])[CH:7]=1.[CH2:18]=O.C[O-].[Na+].[BH4-].[Na+], predict the reaction product. The product is: [CH3:18][NH:1][C:2]1[CH:3]=[CH:4][C:5]([O:16][CH3:17])=[C:6]([NH:8][C:9](=[O:15])[O:10][C:11]([CH3:12])([CH3:13])[CH3:14])[CH:7]=1. (2) Given the reactants [OH:1][C:2]1[CH:19]=[C:18]2[C:5]([C@@:6]3([CH3:25])[C@H:15]([CH2:16][S:17]2(=[O:21])=[O:20])[C@:14]2([CH3:22])[C@H:9]([C:10]([CH3:24])([CH3:23])[CH2:11][CH2:12][CH2:13]2)[CH2:8][CH2:7]3)=[C:4]([C:26]([OH:28])=O)[CH:3]=1.[CH3:29][N:30](C(ON1N=NC2C=CC=NC1=2)=[N+](C)C)C.F[P-](F)(F)(F)(F)F.CN1CCOCC1.CN, predict the reaction product. The product is: [OH:1][C:2]1[CH:19]=[C:18]2[C:5]([C@@:6]3([CH3:25])[C@H:15]([CH2:16][S:17]2(=[O:21])=[O:20])[C@:14]2([CH3:22])[C@H:9]([C:10]([CH3:24])([CH3:23])[CH2:11][CH2:12][CH2:13]2)[CH2:8][CH2:7]3)=[C:4]([C:26]([NH:30][CH3:29])=[O:28])[CH:3]=1.